This data is from Catalyst prediction with 721,799 reactions and 888 catalyst types from USPTO. The task is: Predict which catalyst facilitates the given reaction. Reactant: Cl[C:2]1[N:7]=[N:6][C:5]([CH2:8][N:9]2[CH:13]=[CH:12][N:11]=[C:10]2[C:14]2[CH:19]=[CH:18][CH:17]=[C:16]([F:20])[N:15]=2)=[C:4]([CH2:21][CH2:22][CH3:23])[CH:3]=1.C([O-])([O-])=O.[K+].[K+]. Product: [F:20][C:16]1[N:15]=[C:14]([C:10]2[N:9]([CH2:8][C:5]3[N:6]=[N:7][CH:2]=[CH:3][C:4]=3[CH2:21][CH2:22][CH3:23])[CH:13]=[CH:12][N:11]=2)[CH:19]=[CH:18][CH:17]=1. The catalyst class is: 29.